Dataset: Choline transporter screen with 302,306 compounds. Task: Binary Classification. Given a drug SMILES string, predict its activity (active/inactive) in a high-throughput screening assay against a specified biological target. The drug is Clc1c(N2CCCN(CC2)C(=S)Nc2ccccc2)ncc(c1)C(F)(F)F. The result is 0 (inactive).